From a dataset of Full USPTO retrosynthesis dataset with 1.9M reactions from patents (1976-2016). Predict the reactants needed to synthesize the given product. (1) Given the product [Cl:9][C:10]1[CH:18]=[CH:17][C:13]([CH2:14][N:15]([CH3:16])[C:2]2[N:7]=[C:6]([N:15]([CH2:14][C:13]3[CH:17]=[CH:18][C:10]([Cl:9])=[CH:11][CH:12]=3)[CH3:16])[CH:5]=[CH:4][N:3]=2)=[CH:12][CH:11]=1, predict the reactants needed to synthesize it. The reactants are: Cl[C:2]1[N:7]=[C:6](Cl)[CH:5]=[CH:4][N:3]=1.[Cl:9][C:10]1[CH:18]=[CH:17][C:13]([CH2:14][NH:15][CH3:16])=[CH:12][CH:11]=1.C([O-])(O)=O.[Na+]. (2) The reactants are: [NH:1]1[C:9]2[C:4](=[CH:5][CH:6]=[CH:7][C:8]=2[C:10]([OH:12])=O)[CH:3]=[CH:2]1.CN(C(ON1N=NC2C=CC=CC1=2)=[N+](C)C)C.[B-](F)(F)(F)F.C(N(CC)C(C)C)(C)C.[C:44]([C:48]1[CH:64]=[CH:63][C:51]([CH2:52][NH:53][CH2:54][CH2:55][C:56]2[CH:61]=[CH:60][C:59]([Cl:62])=[CH:58][CH:57]=2)=[CH:50][CH:49]=1)([CH3:47])([CH3:46])[CH3:45]. Given the product [C:44]([C:48]1[CH:64]=[CH:63][C:51]([CH2:52][N:53]([CH2:54][CH2:55][C:56]2[CH:61]=[CH:60][C:59]([Cl:62])=[CH:58][CH:57]=2)[C:10]([C:8]2[CH:7]=[CH:6][CH:5]=[C:4]3[C:9]=2[NH:1][CH:2]=[CH:3]3)=[O:12])=[CH:50][CH:49]=1)([CH3:47])([CH3:45])[CH3:46], predict the reactants needed to synthesize it.